From a dataset of NCI-60 drug combinations with 297,098 pairs across 59 cell lines. Regression. Given two drug SMILES strings and cell line genomic features, predict the synergy score measuring deviation from expected non-interaction effect. (1) Drug 1: C1CCC(CC1)NC(=O)N(CCCl)N=O. Drug 2: C1CN(CCN1C(=O)CCBr)C(=O)CCBr. Cell line: OVCAR-5. Synergy scores: CSS=19.5, Synergy_ZIP=0.288, Synergy_Bliss=3.26, Synergy_Loewe=-1.92, Synergy_HSA=-1.60. (2) Drug 2: CC1=C(C=C(C=C1)C(=O)NC2=CC(=CC(=C2)C(F)(F)F)N3C=C(N=C3)C)NC4=NC=CC(=N4)C5=CN=CC=C5. Synergy scores: CSS=-1.41, Synergy_ZIP=-0.754, Synergy_Bliss=-2.76, Synergy_Loewe=-3.41, Synergy_HSA=-3.04. Drug 1: C1=CC(=CC=C1C#N)C(C2=CC=C(C=C2)C#N)N3C=NC=N3. Cell line: HS 578T. (3) Drug 1: C1CN1C2=NC(=NC(=N2)N3CC3)N4CC4. Drug 2: CN(C(=O)NC(C=O)C(C(C(CO)O)O)O)N=O. Cell line: U251. Synergy scores: CSS=29.6, Synergy_ZIP=4.07, Synergy_Bliss=4.02, Synergy_Loewe=-5.26, Synergy_HSA=4.37. (4) Drug 1: COC1=C(C=C2C(=C1)N=CN=C2NC3=CC(=C(C=C3)F)Cl)OCCCN4CCOCC4. Drug 2: C1C(C(OC1N2C=NC(=NC2=O)N)CO)O. Cell line: HT29. Synergy scores: CSS=48.6, Synergy_ZIP=6.56, Synergy_Bliss=6.13, Synergy_Loewe=9.91, Synergy_HSA=10.2. (5) Drug 1: C1=NNC2=C1C(=O)NC=N2. Drug 2: CC12CCC3C(C1CCC2OP(=O)(O)O)CCC4=C3C=CC(=C4)OC(=O)N(CCCl)CCCl.[Na+]. Cell line: MALME-3M. Synergy scores: CSS=2.38, Synergy_ZIP=-3.87, Synergy_Bliss=-5.04, Synergy_Loewe=-1.02, Synergy_HSA=-3.19.